From a dataset of Forward reaction prediction with 1.9M reactions from USPTO patents (1976-2016). Predict the product of the given reaction. (1) Given the reactants C([O:4][C:5]1[CH:10]=[CH:9][CH:8]=[C:7]([F:11])[C:6]=1[C:12]1[CH:17]=[CH:16][C:15]([Cl:18])=[CH:14][C:13]=1[CH3:19])C=C.[C:20]1(C)[CH:25]=C(C)C=C(C)[CH:21]=1, predict the reaction product. The product is: [CH2:25]([C:10]1[CH:9]=[CH:8][C:7]([F:11])=[C:6]([C:12]2[CH:17]=[CH:16][C:15]([Cl:18])=[CH:14][C:13]=2[CH3:19])[C:5]=1[OH:4])[CH:20]=[CH2:21]. (2) Given the reactants [C:9](O[C:9]([O:11][C:12]([CH3:15])([CH3:14])[CH3:13])=[O:10])([O:11][C:12]([CH3:15])([CH3:14])[CH3:13])=[O:10].Cl.Cl.[NH2:18][C:19]1[C:23]([NH2:24])=[CH:22][S:21][CH:20]=1.C(N(CC)CC)C.O, predict the reaction product. The product is: [NH2:18][C:19]1[C:23]([NH:24][C:9]([O:11][C:12]([CH3:13])([CH3:14])[CH3:15])=[O:10])=[CH:22][S:21][CH:20]=1. (3) Given the reactants [Cl:1][C:2]1[CH:7]=[CH:6][C:5]([Mg]Br)=[CH:4][CH:3]=1.[CH2:10]1[O:13][CH:11]1[CH3:12], predict the reaction product. The product is: [Cl:1][C:2]1[CH:7]=[CH:6][C:5]([CH2:10][CH:11]([OH:13])[CH3:12])=[CH:4][CH:3]=1. (4) Given the reactants Br[C:2]1[CH:7]=[CH:6][C:5]([N:8]2[C:12]([CH2:13][C@@H:14]3[CH2:18][CH2:17][N:16]([C:19]([CH:21]4[CH2:23][CH2:22]4)=[O:20])[CH2:15]3)=[N:11][NH:10][C:9]2=[O:24])=[C:4]([Cl:25])[CH:3]=1.CC1(C)C(C)(C)OB([C:34]2[CH:35]=[C:36]3[C:40](=[CH:41][CH:42]=2)[NH:39][CH:38]=[CH:37]3)O1.C(=O)([O-])[O-].[K+].[K+], predict the reaction product. The product is: [Cl:25][C:4]1[CH:3]=[C:2]([C:34]2[CH:35]=[C:36]3[C:40](=[CH:41][CH:42]=2)[NH:39][CH:38]=[CH:37]3)[CH:7]=[CH:6][C:5]=1[N:8]1[C:12]([CH2:13][C@@H:14]2[CH2:18][CH2:17][N:16]([C:19]([CH:21]3[CH2:23][CH2:22]3)=[O:20])[CH2:15]2)=[N:11][NH:10][C:9]1=[O:24]. (5) Given the reactants FC1C=CC(O)=C(C2C3C(=CC=CC=3)N(CCCCC)[C:9]2=[O:22])C=1.[Br:24][C:25]1[CH:33]=[CH:32][CH:31]=[C:30]2[C:26]=1[CH:27]([C:35]1[C:36]([OH:44])=[CH:37][C:38]3[O:42][CH2:41][CH2:40][C:39]=3[CH:43]=1)[C:28](=[O:34])[NH:29]2, predict the reaction product. The product is: [Br:24][C:25]1[CH:33]=[CH:32][CH:31]=[C:30]2[C:26]=1[C:27]([C:35]1[C:36]([OH:44])=[CH:37][C:38]3[O:42][CH2:41][CH2:40][C:39]=3[CH:43]=1)([CH2:9][OH:22])[C:28](=[O:34])[NH:29]2.